Dataset: Forward reaction prediction with 1.9M reactions from USPTO patents (1976-2016). Task: Predict the product of the given reaction. (1) Given the reactants C([O:3][C:4]([C:6]1[CH:7]=[C:8]2[C:13](=[CH:14][CH:15]=1)[NH:12][CH:11]([C:16]1[CH:21]=[CH:20][CH:19]=[C:18]([N:22]3[CH2:27][CH2:26][NH:25][CH2:24][CH2:23]3)[CH:17]=1)[C:10]([CH3:29])([CH3:28])[CH2:9]2)=[O:5])C.[OH-].[Na+].Cl, predict the reaction product. The product is: [CH3:28][C:10]1([CH3:29])[CH2:9][C:8]2[C:13](=[CH:14][CH:15]=[C:6]([C:4]([OH:5])=[O:3])[CH:7]=2)[NH:12][CH:11]1[C:16]1[CH:21]=[CH:20][CH:19]=[C:18]([N:22]2[CH2:27][CH2:26][NH:25][CH2:24][CH2:23]2)[CH:17]=1. (2) Given the reactants [C:1]([C:3]1[C:8](F)=[CH:7][C:6]([F:10])=[CH:5][N:4]=1)#[N:2].NCCC1C=[CH:18][CH:17]=[CH:16][N:15]=1.[C:20](=O)([O-])[O-].[K+].[K+].[OH2:26], predict the reaction product. The product is: [C:1]([C:3]1[C:8]([NH:15][CH2:16][C:17]([OH:26])([CH3:18])[CH3:20])=[CH:7][C:6]([F:10])=[CH:5][N:4]=1)#[N:2]. (3) The product is: [Cl:24][C:21]1[CH:20]=[CH:19][C:18]([C:12]2[C:11]3[CH2:10][CH2:9][NH:8][CH2:17][CH2:16][C:15]=3[N:14]([CH2:31][CH:28]3[CH2:29][CH2:30][O:25][CH2:26][CH2:27]3)[N:13]=2)=[CH:23][CH:22]=1. Given the reactants C(OC([N:8]1[CH2:17][CH2:16][C:15]2[NH:14][N:13]=[C:12]([C:18]3[CH:23]=[CH:22][C:21]([Cl:24])=[CH:20][CH:19]=3)[C:11]=2[CH2:10][CH2:9]1)=O)(C)(C)C.[O:25]1[CH2:30][CH2:29][CH:28]([CH2:31]OS(C2C=CC(C)=CC=2)(=O)=O)[CH2:27][CH2:26]1.ClC1C=CC(C2N(CC3CCOCC3)N=C3C=2CCNCC3)=CC=1, predict the reaction product. (4) Given the reactants O.O.O.[C:4]([O-:7])(=[O:6])[CH3:5].[Na+:8].[C:9](=[O:12])([O-:11])[O-:10].[Na+].[Na+], predict the reaction product. The product is: [C:4]([O-:7])(=[O:6])[CH3:5].[Na+:8].[C:9](=[O:10])([O-:12])[O-:11].[Na+:8].[Na+:8]. (5) The product is: [N:18]1([C:9]2[N:10]=[C:11]([N:12]3[CH2:17][CH2:16][O:15][CH2:14][CH2:13]3)[C:6]3[N:5]=[C:4]([C:23]([O:25][CH3:26])=[O:24])[CH:3]=[C:2]([NH:31][CH2:30][CH2:29][O:28][CH3:27])[C:7]=3[N:8]=2)[CH:22]=[CH:21][N:20]=[CH:19]1. Given the reactants Cl[C:2]1[C:7]2[N:8]=[C:9]([N:18]3[CH:22]=[CH:21][N:20]=[CH:19]3)[N:10]=[C:11]([N:12]3[CH2:17][CH2:16][O:15][CH2:14][CH2:13]3)[C:6]=2[N:5]=[C:4]([C:23]([O:25][CH3:26])=[O:24])[CH:3]=1.[CH3:27][O:28][CH2:29][CH2:30][NH2:31], predict the reaction product. (6) Given the reactants [Cl:1][C:2]1[CH:7]=[CH:6][C:5]([CH:8]([C:26]2[CH:31]=[CH:30][C:29]([Cl:32])=[CH:28][CH:27]=2)[N:9]2[CH2:12][CH:11]([CH:13]([C:18]3[CH:23]=[C:22]([F:24])[CH:21]=[C:20]([F:25])[CH:19]=3)[C:14]([CH3:17])(O)[CH3:15])[CH2:10]2)=[CH:4][CH:3]=1.N1C=CC=CC=1.[FH:39].[OH-].[Na+].C([O-])(O)=O.[Na+], predict the reaction product. The product is: [Cl:1][C:2]1[CH:7]=[CH:6][C:5]([CH:8]([C:26]2[CH:31]=[CH:30][C:29]([Cl:32])=[CH:28][CH:27]=2)[N:9]2[CH2:12][CH:11]([C@@H:13]([C:18]3[CH:23]=[C:22]([F:24])[CH:21]=[C:20]([F:25])[CH:19]=3)[C:14]([F:39])([CH3:17])[CH3:15])[CH2:10]2)=[CH:4][CH:3]=1. (7) Given the reactants C[O:2][C:3]([C:5]1[CH2:10][CH2:9][C:8](=[C:11]([CH3:13])[CH3:12])[CH2:7][CH:6]=1)=O.[H-].[Al+3].[Li+].[H-].[H-].[H-], predict the reaction product. The product is: [C:11](=[C:8]1[CH2:9][CH2:10][C:5]([CH2:3][OH:2])=[CH:6][CH2:7]1)([CH3:13])[CH3:12]. (8) Given the reactants [Cl:1][C:2]1[N:10]=[C:9]2[C:5]([NH:6][CH:7]=[N:8]2)=[C:4](Cl)[N:3]=1.C1N2CC[N:14](CC2)[CH2:13]1, predict the reaction product. The product is: [Cl:1][C:2]1[N:10]=[C:9]2[C:5]([N:6]=[CH:7][NH:8]2)=[C:4]([C:13]#[N:14])[N:3]=1. (9) The product is: [F:20][C:21]([F:31])([F:32])[O:22][C:23]1[CH:30]=[CH:29][C:26]([CH2:27][O:1][C:2]2[CH:7]=[CH:6][C:5]([N:8]3[C:12]4=[N:13][CH:14]=[C:15]([C:17]([OH:19])=[O:18])[CH:16]=[C:11]4[N:10]=[CH:9]3)=[CH:4][CH:3]=2)=[CH:25][CH:24]=1. Given the reactants [OH:1][C:2]1[CH:7]=[CH:6][C:5]([N:8]2[C:12]3=[N:13][CH:14]=[C:15]([C:17]([OH:19])=[O:18])[CH:16]=[C:11]3[N:10]=[CH:9]2)=[CH:4][CH:3]=1.[F:20][C:21]([F:32])([F:31])[O:22][C:23]1[CH:30]=[CH:29][C:26]([CH2:27]Br)=[CH:25][CH:24]=1.[H-].[Na+].O, predict the reaction product.